Dataset: Forward reaction prediction with 1.9M reactions from USPTO patents (1976-2016). Task: Predict the product of the given reaction. Given the reactants [C:1]([O-])(=O)[CH3:2].[NH4+:5].[CH:6]1([C:9](=O)[CH3:10])[CH2:8][CH2:7]1.C(=O)C.[C:15]([CH2:17][C:18]([O:20]CC)=O)#[N:16], predict the reaction product. The product is: [CH:6]1([C:9]2[CH:10]=[C:1]([CH3:2])[C:17]([C:15]#[N:16])=[C:18]([OH:20])[N:5]=2)[CH2:8][CH2:7]1.